This data is from Catalyst prediction with 721,799 reactions and 888 catalyst types from USPTO. The task is: Predict which catalyst facilitates the given reaction. (1) Reactant: [NH2:1][C:2]1[C:10]([O:11][CH3:12])=[CH:9][CH:8]=[CH:7][C:3]=1[C:4]([OH:6])=[O:5].CN(C)C=O.[Cl:18]N1C(=O)CCC1=O. Product: [NH2:1][C:2]1[C:10]([O:11][CH3:12])=[CH:9][C:8]([Cl:18])=[CH:7][C:3]=1[C:4]([OH:6])=[O:5]. The catalyst class is: 6. (2) Reactant: [NH:1]1[CH2:6][CH2:5][NH:4][CH2:3][CH2:2]1.CCN(C(C)C)[CH:10]([CH3:12])[CH3:11].Cl[C:17]1[C:22]([C:23]([O-:25])=[O:24])=[C:21]([C:26]2[CH:31]=[CH:30][CH:29]=[CH:28][CH:27]=2)[CH:20]=[CH:19][N:18]=1. Product: [C:26]1([C:21]2[CH:20]=[CH:19][N:18]=[C:17]([N:1]3[CH2:6][CH2:5][NH:4][CH2:3][CH2:2]3)[C:22]=2[C:23]([O:25][CH:10]([CH3:12])[CH3:11])=[O:24])[CH:31]=[CH:30][CH:29]=[CH:28][CH:27]=1. The catalyst class is: 3. (3) Reactant: C1C=C[NH+]=CC=1.C1C=C[NH+]=CC=1.[O-][Cr](O[Cr]([O-])(=O)=O)(=O)=O.[C:22]1([NH:32][C:33](=[O:44])[O:34][CH2:35][C:36]2[CH:41]=[CH:40][C:39]([CH2:42][OH:43])=[CH:38][CH:37]=2)[C:31]2[C:26](=[CH:27][CH:28]=[CH:29][CH:30]=2)[CH:25]=[CH:24][CH:23]=1. Product: [C:22]1([NH:32][C:33](=[O:44])[O:34][CH2:35][C:36]2[CH:37]=[CH:38][C:39]([CH:42]=[O:43])=[CH:40][CH:41]=2)[C:31]2[C:26](=[CH:27][CH:28]=[CH:29][CH:30]=2)[CH:25]=[CH:24][CH:23]=1. The catalyst class is: 268. (4) Reactant: [C:1]([C:3]1[CH:8]=[CH:7][C:6]([NH:9][C@H:10]([CH2:14][CH:15]([CH3:17])[CH3:16])[C:11]([NH2:13])=[O:12])=[CH:5][C:4]=1[NH:18][C:19]1[CH:23]=[C:22]([CH3:24])[O:21][N:20]=1)#[N:2].C([O-])([O-])=[O:26].[K+].[K+].OO. Product: [NH2:13][C:11](=[O:12])[C@H:10]([NH:9][C:6]1[CH:7]=[CH:8][C:3]([C:1]([NH2:2])=[O:26])=[C:4]([NH:18][C:19]2[CH:23]=[C:22]([CH3:24])[O:21][N:20]=2)[CH:5]=1)[CH2:14][CH:15]([CH3:17])[CH3:16]. The catalyst class is: 16.